From a dataset of Catalyst prediction with 721,799 reactions and 888 catalyst types from USPTO. Predict which catalyst facilitates the given reaction. (1) Reactant: C(OC([N:11]([CH2:13][C:14]1[CH:15]=[C:16]([NH:27][C:28]([O:30][CH2:31][C@@H:32]([C:34]2[CH:39]=[CH:38][C:37](B(O)O)=[CH:36][C:35]=2[CH3:43])[CH3:33])=[O:29])[CH:17]=[C:18]([F:26])[C:19]=1[O:20][C@H:21]1[CH2:25][CH2:24][O:23][CH2:22]1)[CH3:12])=O)C1C=CC=CC=1.[NH2:44][C:45]1[CH:46]=[C:47]2[C:52](=[CH:53][CH:54]=1)[C:51]([N:55]([C:63]([O:65][C:66]([CH3:69])([CH3:68])[CH3:67])=[O:64])[C:56]([O:58][C:59]([CH3:62])([CH3:61])[CH3:60])=[O:57])=[N:50][CH:49]=[CH:48]2.O.[C:71]([OH:75])(=[O:74])[CH:72]=O. Product: [C:66]([O:65][C:63]([N:55]([C:56]([O:58][C:59]([CH3:60])([CH3:61])[CH3:62])=[O:57])[C:51]1[C:52]2[C:47](=[CH:46][C:45]([NH:44][CH:72]([C:37]3[CH:38]=[CH:39][C:34]([C@@H:32]([CH3:33])[CH2:31][O:30][C:28](=[O:29])[NH:27][C:16]4[CH:15]=[C:14]([CH2:13][NH:11][CH3:12])[C:19]([O:20][C@H:21]5[CH2:25][CH2:24][O:23][CH2:22]5)=[C:18]([F:26])[CH:17]=4)=[C:35]([CH3:43])[CH:36]=3)[C:71]([OH:75])=[O:74])=[CH:54][CH:53]=2)[CH:48]=[CH:49][N:50]=1)=[O:64])([CH3:69])([CH3:68])[CH3:67]. The catalyst class is: 705. (2) Reactant: Br[C:2]1[CH:7]=[CH:6][C:5]([F:8])=[CH:4][C:3]=1[C:9]([F:12])([F:11])[CH3:10].[B:13]1([B:13]2[O:17][C:16]([CH3:19])([CH3:18])[C:15]([CH3:21])([CH3:20])[O:14]2)[O:17][C:16]([CH3:19])([CH3:18])[C:15]([CH3:21])([CH3:20])[O:14]1.C([O-])(=O)C.[K+]. Product: [F:11][C:9]([C:3]1[CH:4]=[C:5]([F:8])[CH:6]=[CH:7][C:2]=1[B:13]1[O:17][C:16]([CH3:19])([CH3:18])[C:15]([CH3:21])([CH3:20])[O:14]1)([F:12])[CH3:10]. The catalyst class is: 184. (3) Reactant: Cl[C:2]1[C:7]([C:8]#[N:9])=[C:6]([C:10]2[CH:15]=[CH:14][C:13]([O:16][CH2:17][CH2:18][OH:19])=[CH:12][CH:11]=2)[C:5]([C:20]#[N:21])=[C:4]([S:22][CH2:23][C:24]2[N:25]=[C:26]([C:29]3[CH:34]=[CH:33][C:32]([Cl:35])=[CH:31][CH:30]=3)[S:27][CH:28]=2)[N:3]=1.[CH2:36]([NH2:38])[CH3:37].O. Product: [Cl:35][C:32]1[CH:33]=[CH:34][C:29]([C:26]2[S:27][CH:28]=[C:24]([CH2:23][S:22][C:4]3[C:5]([C:20]#[N:21])=[C:6]([C:10]4[CH:11]=[CH:12][C:13]([O:16][CH2:17][CH2:18][OH:19])=[CH:14][CH:15]=4)[C:7]([C:8]#[N:9])=[C:2]([NH:38][CH2:36][CH3:37])[N:3]=3)[N:25]=2)=[CH:30][CH:31]=1. The catalyst class is: 1. (4) Reactant: [CH:1]([Mg]Br)([CH3:3])[CH3:2].O1CCCC1.[CH3:11][O:12][C:13]1[C:21]2[O:20][C:19]([CH3:23])([CH3:22])[CH2:18][C:17]=2[CH:16]=[C:15]([CH:24]=[O:25])[CH:14]=1.[Cl-].[NH4+]. Product: [CH3:11][O:12][C:13]1[C:21]2[O:20][C:19]([CH3:23])([CH3:22])[CH2:18][C:17]=2[CH:16]=[C:15]([CH:24]([OH:25])[CH:1]([CH3:3])[CH3:2])[CH:14]=1. The catalyst class is: 7. (5) Reactant: [CH2:1]([S:3][C:4]1[CH:11]=[CH:10][C:7]([CH:8]=[O:9])=[CH:6][CH:5]=1)[CH3:2].C1C=C(Cl)C=C(C(OO)=[O:20])C=1.[OH-:23].[Na+]. Product: [CH2:1]([S:3]([C:4]1[CH:11]=[CH:10][C:7]([CH:8]=[O:9])=[CH:6][CH:5]=1)(=[O:20])=[O:23])[CH3:2]. The catalyst class is: 4.